Task: Predict the reactants needed to synthesize the given product.. Dataset: Full USPTO retrosynthesis dataset with 1.9M reactions from patents (1976-2016) (1) Given the product [S:25]1[C:26]2[CH:35]=[CH:34][CH:33]=[CH:32][C:27]=2[CH:28]=[C:29]1[CH2:30][NH:24][C:20]1[CH:21]=[CH:22][CH:23]=[C:18]([C:7]2[C:6]3[C:11](=[C:2]([Cl:1])[CH:3]=[CH:4][CH:5]=3)[N:10]=[N:9][C:8]=2[C:12]2[CH:13]=[CH:14][CH:15]=[CH:16][CH:17]=2)[CH:19]=1, predict the reactants needed to synthesize it. The reactants are: [Cl:1][C:2]1[CH:3]=[CH:4][CH:5]=[C:6]2[C:11]=1[N:10]=[N:9][C:8]([C:12]1[CH:17]=[CH:16][CH:15]=[CH:14][CH:13]=1)=[C:7]2[C:18]1[CH:19]=[C:20]([NH2:24])[CH:21]=[CH:22][CH:23]=1.[S:25]1[C:29]([CH:30]=O)=[CH:28][C:27]2[CH:32]=[CH:33][CH:34]=[CH:35][C:26]1=2. (2) Given the product [OH:1][C@@H:2]1[CH2:10][C:9]2[C:4](=[C:5]([CH3:12])[CH:6]=[CH:7][C:8]=2[CH3:11])[C@H:3]1[O:13][C:14]1[C:22]2[N:21]=[C:20]([CH3:23])[N:19]([CH3:24])[C:18]=2[CH:17]=[C:16]([C:25]([OH:27])=[O:26])[CH:15]=1, predict the reactants needed to synthesize it. The reactants are: [OH:1][C@@H:2]1[CH2:10][C:9]2[C:4](=[C:5]([CH3:12])[CH:6]=[CH:7][C:8]=2[CH3:11])[C@H:3]1[O:13][C:14]1[C:22]2[N:21]=[C:20]([CH3:23])[N:19]([CH3:24])[C:18]=2[CH:17]=[C:16]([C:25]([O:27]CC)=[O:26])[CH:15]=1.[OH-].[Na+].Cl. (3) Given the product [F:1][C:2]1[CH:3]=[CH:4][C:5]([C:8]2[N:12]=[C:11]([C:13]([CH3:17])([CH3:16])[CH2:14][NH:15][C:32](=[O:33])[C:31]3[CH:35]=[C:27]([C:25]4[S:26][C:22]([C:20](=[O:21])[C:19]([F:36])([F:18])[F:37])=[CH:23][CH:24]=4)[CH:28]=[N:29][CH:30]=3)[NH:10][N:9]=2)=[CH:6][CH:7]=1, predict the reactants needed to synthesize it. The reactants are: [F:1][C:2]1[CH:7]=[CH:6][C:5]([C:8]2[N:12]=[C:11]([C:13]([CH3:17])([CH3:16])[CH2:14][NH2:15])[NH:10][N:9]=2)=[CH:4][CH:3]=1.[F:18][C:19]([F:37])([F:36])[C:20]([C:22]1[S:26][C:25]([C:27]2[CH:28]=[N:29][CH:30]=[C:31]([CH:35]=2)[C:32](O)=[O:33])=[CH:24][CH:23]=1)=[O:21]. (4) Given the product [CH2:20]([O:9][C:4]1[C:3]([CH2:10][CH2:11][OH:12])=[C:2]([F:1])[C:7]([F:8])=[CH:6][CH:5]=1)[C:21]1[CH:26]=[CH:25][CH:24]=[CH:23][CH:22]=1, predict the reactants needed to synthesize it. The reactants are: [F:1][C:2]1[C:3]([CH2:10][CH2:11][OH:12])=[C:4]([OH:9])[CH:5]=[CH:6][C:7]=1[F:8].C([O-])([O-])=O.[K+].[K+].Br[CH2:20][C:21]1[CH:26]=[CH:25][CH:24]=[CH:23][CH:22]=1.O. (5) Given the product [C:9]([O:8][CH2:7][CH2:6][CH2:5][CH2:4][CH2:3][CH2:2][Br:1])(=[O:12])[C:10]([CH3:14])=[CH2:11], predict the reactants needed to synthesize it. The reactants are: [Br:1][CH2:2][CH2:3][CH2:4][CH2:5][CH2:6][CH2:7][OH:8].[C:9](Cl)(=[O:12])[CH:10]=[CH2:11].[CH2:14](OCC)C. (6) The reactants are: [CH3:1][NH:2][CH2:3][C:4]1[C:12]2[O:11][N:10]=[C:9]([CH2:13][CH2:14][CH:15]3[CH2:20][CH2:19][N:18]([C:21]4[CH:26]=[CH:25][N:24]=[CH:23][N:22]=4)[CH2:17][CH2:16]3)[C:8]=2[CH:7]=[CH:6][C:5]=1[O:27][CH2:28][CH:29]1[CH2:31][CH2:30]1.[C:32]([OH:39])(=[O:38])/[CH:33]=[CH:34]/[C:35]([OH:37])=[O:36]. Given the product [C:32]([OH:39])(=[O:38])/[CH:33]=[CH:34]/[C:35]([OH:37])=[O:36].[CH3:1][NH:2][CH2:3][C:4]1[C:12]2[O:11][N:10]=[C:9]([CH2:13][CH2:14][CH:15]3[CH2:16][CH2:17][N:18]([C:21]4[CH:26]=[CH:25][N:24]=[CH:23][N:22]=4)[CH2:19][CH2:20]3)[C:8]=2[CH:7]=[CH:6][C:5]=1[O:27][CH2:28][CH:29]1[CH2:31][CH2:30]1, predict the reactants needed to synthesize it. (7) Given the product [Br:1][C:2]1[CH:3]=[C:4]2[C:9](=[CH:10][CH:11]=1)[CH2:8][NH:7][CH2:6][CH2:5]2, predict the reactants needed to synthesize it. The reactants are: [Br:1][C:2]1[CH:3]=[C:4]2[C:9](=[CH:10][CH:11]=1)[CH:8]=[N:7][CH:6]=[CH:5]2.[BH4-].[Na+]. (8) Given the product [NH2:1][C:2]1[CH:10]=[CH:9][C:5]([C:6]([NH:16][CH2:15][C:14]([CH3:23])([CH3:13])[CH2:17][N:18]2[CH2:22][CH2:21][CH2:20][CH2:19]2)=[O:8])=[CH:4][C:3]=1[O:11][CH3:12], predict the reactants needed to synthesize it. The reactants are: [NH2:1][C:2]1[CH:10]=[CH:9][C:5]([C:6]([OH:8])=O)=[CH:4][C:3]=1[O:11][CH3:12].[CH3:13][C:14]([CH3:23])([CH2:17][N:18]1[CH2:22][CH2:21][CH2:20][CH2:19]1)[CH2:15][NH2:16].CCN(C(C)C)C(C)C.CN(C(ON1N=NC2C=CC=NC1=2)=[N+](C)C)C.F[P-](F)(F)(F)(F)F.